This data is from Full USPTO retrosynthesis dataset with 1.9M reactions from patents (1976-2016). The task is: Predict the reactants needed to synthesize the given product. Given the product [CH3:11][NH:12][C:13]([C:15]1[CH:20]=[C:19]([O:1][C:2]2[CH:9]=[CH:8][C:5]([C:6]#[N:7])=[CH:4][C:3]=2[CH3:10])[CH:18]=[CH:17][N:16]=1)=[O:14], predict the reactants needed to synthesize it. The reactants are: [OH:1][C:2]1[CH:9]=[CH:8][C:5]([C:6]#[N:7])=[CH:4][C:3]=1[CH3:10].[CH3:11][NH:12][C:13]([C:15]1[CH:20]=[C:19](Cl)[CH:18]=[CH:17][N:16]=1)=[O:14].C(=O)([O-])[O-].[K+].[K+].